Dataset: NCI-60 drug combinations with 297,098 pairs across 59 cell lines. Task: Regression. Given two drug SMILES strings and cell line genomic features, predict the synergy score measuring deviation from expected non-interaction effect. Drug 1: CCC1=CC2CC(C3=C(CN(C2)C1)C4=CC=CC=C4N3)(C5=C(C=C6C(=C5)C78CCN9C7C(C=CC9)(C(C(C8N6C)(C(=O)OC)O)OC(=O)C)CC)OC)C(=O)OC.C(C(C(=O)O)O)(C(=O)O)O. Drug 2: COC1=C2C(=CC3=C1OC=C3)C=CC(=O)O2. Cell line: SK-MEL-2. Synergy scores: CSS=57.5, Synergy_ZIP=8.19, Synergy_Bliss=7.43, Synergy_Loewe=-30.7, Synergy_HSA=7.13.